From a dataset of Peptide-MHC class I binding affinity with 185,985 pairs from IEDB/IMGT. Regression. Given a peptide amino acid sequence and an MHC pseudo amino acid sequence, predict their binding affinity value. This is MHC class I binding data. The MHC is Mamu-A01 with pseudo-sequence Mamu-A01. The peptide sequence is SRPVVLYT. The binding affinity (normalized) is 0.